Dataset: Cav3 T-type calcium channel HTS with 100,875 compounds. Task: Binary Classification. Given a drug SMILES string, predict its activity (active/inactive) in a high-throughput screening assay against a specified biological target. The drug is O(\N=C1\CCN(CC1)c1ccc([N+]([O-])=O)cc1)C(=O)c1ccc(OC)cc1. The result is 0 (inactive).